This data is from Reaction yield outcomes from USPTO patents with 853,638 reactions. The task is: Predict the reaction yield, written as a fraction of the theoretical maximum amount of product (1.0 means a 100% yield; for example, 0.34 means a 34% yield). The reactants are [CH3:1][S:2][C:3]1[O:4][C:5]2[CH:11]=[C:10]([C:12](OC)=[O:13])[CH:9]=[CH:8][C:6]=2[N:7]=1.[H-].C([Al+]CC(C)C)C(C)C. The catalyst is C(Cl)Cl. The product is [CH3:1][S:2][C:3]1[O:4][C:5]2[CH:11]=[C:10]([CH2:12][OH:13])[CH:9]=[CH:8][C:6]=2[N:7]=1. The yield is 0.540.